Dataset: Catalyst prediction with 721,799 reactions and 888 catalyst types from USPTO. Task: Predict which catalyst facilitates the given reaction. (1) Reactant: [F:1][C:2]1[CH:7]=[CH:6][C:5]([O:8][CH3:9])=[C:4]([N:10]=[C:11]=[O:12])[CH:3]=1.[NH3:13]. Product: [F:1][C:2]1[CH:7]=[CH:6][C:5]([O:8][CH3:9])=[C:4]([NH:10][C:11]([NH2:13])=[O:12])[CH:3]=1. The catalyst class is: 7. (2) Reactant: [NH:1](C(OC(C)(C)C)=O)[C@H:2]([C:5]([OH:7])=[O:6])[CH2:3][NH2:4].[C:15]([N:25]1[CH2:30][CH2:29][N:28]([CH2:31][CH2:32][NH2:33])[CH2:27][CH2:26]1)([O:17][CH2:18][C:19]1[CH:24]=[CH:23][CH:22]=[CH:21][CH:20]=1)=[O:16].[C:34]([OH:40])([C:36]([F:39])([F:38])[F:37])=[O:35]. Product: [NH2:1][C@H:2]([C:5]([OH:7])=[O:6])[CH2:3][NH2:4].[OH:40][C:34]([C:36]([F:39])([F:38])[F:37])=[O:35].[C:15]([N:25]1[CH2:30][CH2:29][N:28]([CH2:31][CH2:32][NH2:33])[CH2:27][CH2:26]1)([O:17][CH2:18][C:19]1[CH:20]=[CH:21][CH:22]=[CH:23][CH:24]=1)=[O:16]. The catalyst class is: 2. (3) Reactant: [NH2:1][C:2](=[O:26])[CH2:3][CH:4]1[CH:10]([C:11]2[CH:16]=[CH:15][C:14]([Cl:17])=[C:13]([Cl:18])[CH:12]=2)[O:9][CH2:8][CH2:7][N:6](C(OC(C)(C)C)=O)[CH2:5]1.Cl.C(O)C.C(=O)([O-])O.[Na+]. Product: [ClH:17].[Cl:18][C:13]1[CH:12]=[C:11]([CH:10]2[O:9][CH2:8][CH2:7][NH:6][CH2:5][CH:4]2[CH2:3][C:2]([NH2:1])=[O:26])[CH:16]=[CH:15][C:14]=1[Cl:17]. The catalyst class is: 13. (4) Reactant: [CH3:1][N:2]1[CH2:7][CH2:6][N:5]([C:8]2[CH:14]=[CH:13][C:11]([NH2:12])=[CH:10][CH:9]=2)[CH2:4][CH2:3]1.P(=O)(O)(O)O.[N+]([O-])(O)=O.[N:24]([O-])=O.[Na+].[CH3:28][C:29](=[O:34])[CH2:30][C:31](=[O:33])[CH3:32].C([O-])(=O)C.[K+].C([O-])([O-])=O.[Na+].[Na+]. Product: [CH3:1][N:2]1[CH2:3][CH2:4][N:5]([C:8]2[CH:14]=[CH:13][C:11]([NH:12][N:24]=[C:30]([C:29](=[O:34])[CH3:28])[C:31](=[O:33])[CH3:32])=[CH:10][CH:9]=2)[CH2:6][CH2:7]1. The catalyst class is: 8. (5) Reactant: FC(F)(F)C(O)=O.[F:8][C:9]1[C:10]([C:30]2[N:31]([CH:36]([CH3:38])[CH3:37])[C:32]([CH3:35])=[N:33][CH:34]=2)=[N:11][C:12]([NH:15][CH:16]2[CH2:22][CH2:21][CH2:20][CH2:19][N:18](C(OC(C)(C)C)=O)[CH2:17]2)=[N:13][CH:14]=1. Product: [F:8][C:9]1[C:10]([C:30]2[N:31]([CH:36]([CH3:38])[CH3:37])[C:32]([CH3:35])=[N:33][CH:34]=2)=[N:11][C:12]([NH:15][CH:16]2[CH2:22][CH2:21][CH2:20][CH2:19][NH:18][CH2:17]2)=[N:13][CH:14]=1. The catalyst class is: 2. (6) Reactant: [CH3:1][Si:2]([O:7][CH3:8])([O:5][CH3:6])[O:3][CH3:4].[F:9][C:10]([F:21])([F:20])[CH2:11][CH2:12][Si:13]([O:18][CH3:19])([O:16][CH3:17])[O:14][CH3:15].[OH-:22].[K+:23]. Product: [CH3:1][Si:2]([O:7][CH3:8])([O:5][CH3:6])[O:3][CH3:4].[F:21][C:10]([F:9])([F:20])[CH2:11][CH2:12][Si:13]([O:14][CH3:15])([O:18][CH3:19])[O:16][CH3:17].[OH-:22].[K+:23]. The catalyst class is: 6. (7) Reactant: C1(C(=[N:14][CH:15]([C@H:21]([CH2:28][O:29][CH3:30])[CH2:22][CH2:23][CH2:24][CH2:25][CH:26]=[CH2:27])[C:16]([O:18][CH2:19][CH3:20])=[O:17])C2C=CC=CC=2)C=CC=CC=1.[ClH:31]. Product: [ClH:31].[NH2:14][CH:15]([C@H:21]([CH2:28][O:29][CH3:30])[CH2:22][CH2:23][CH2:24][CH2:25][CH:26]=[CH2:27])[C:16]([O:18][CH2:19][CH3:20])=[O:17]. The catalyst class is: 27. (8) Reactant: I[C:2]1[CH:3]=[CH:4][C:5]2[NH:11][C:10]3[N:12]=[C:13]([C:16]([F:19])([F:18])[F:17])[CH:14]=[CH:15][C:9]=3[CH2:8][N:7]([S:20]([C:23]3[CH:28]=[CH:27][C:26]([O:29][C:30]([F:33])([F:32])[F:31])=[CH:25][CH:24]=3)(=[O:22])=[O:21])[C:6]=2[CH:34]=1.[CH:35]([Mg]Cl)([CH3:37])[CH3:36].[C:40]([O:47][CH2:48][CH3:49])(=[O:46])[C:41]([O:43]CC)=O.Cl.C([O-])(O)=O.[Na+]. Product: [OH:43][C:41]([C:2]1[CH:3]=[CH:4][C:5]2[NH:11][C:10]3[N:12]=[C:13]([C:16]([F:18])([F:17])[F:19])[CH:14]=[CH:15][C:9]=3[CH2:8][N:7]([S:20]([C:23]3[CH:28]=[CH:27][C:26]([O:29][C:30]([F:32])([F:33])[F:31])=[CH:25][CH:24]=3)(=[O:21])=[O:22])[C:6]=2[CH:34]=1)([CH:35]([CH3:37])[CH3:36])[C:40]([O:47][CH2:48][CH3:49])=[O:46]. The catalyst class is: 182. (9) Reactant: [H-].[Na+].[C:3](OCC)(=[O:6])[CH2:4][SH:5].[NH2:10][C:11]1[N:16]=[C:15]([C:17]([O:19][CH3:20])=[O:18])[CH:14]=[CH:13][C:12]=1Br. Product: [O:6]=[C:3]1[CH2:4][S:5][C:12]2[CH:13]=[CH:14][C:15]([C:17]([O:19][CH3:20])=[O:18])=[N:16][C:11]=2[NH:10]1. The catalyst class is: 31. (10) Reactant: N[CH:2]([C:19]1[CH:24]=[CH:23][C:22]([Cl:25])=[C:21]([Cl:26])[CH:20]=1)[C:3]1[C:7]([C:8]#[N:9])=[C:6]([N:10]2[CH2:15][CH2:14][O:13][CH2:12][CH2:11]2)[S:5][C:4]=1[C:16]([OH:18])=[O:17].Cl[C:28]1C=CC(CC2N=C(C3C=CN=CC=3)SC=2C2NC=NN=2)=CC=1.CO.C=O.[C:55]([BH3-])#[N:56].[Na+]. The catalyst class is: 238. Product: [C:8]([C:7]1[C:3]([CH:2]([C:19]2[CH:24]=[CH:23][C:22]([Cl:25])=[C:21]([Cl:26])[CH:20]=2)[N:56]([CH3:55])[CH3:28])=[C:4]([C:16]([OH:18])=[O:17])[S:5][C:6]=1[N:10]1[CH2:15][CH2:14][O:13][CH2:12][CH2:11]1)#[N:9].